Dataset: Peptide-MHC class I binding affinity with 185,985 pairs from IEDB/IMGT. Task: Regression. Given a peptide amino acid sequence and an MHC pseudo amino acid sequence, predict their binding affinity value. This is MHC class I binding data. (1) The peptide sequence is HYKPPSSLI. The MHC is HLA-A23:01 with pseudo-sequence HLA-A23:01. The binding affinity (normalized) is 0.369. (2) The peptide sequence is SGYNFSLGAAV. The MHC is H-2-Db with pseudo-sequence H-2-Db. The binding affinity (normalized) is 0.524. (3) The peptide sequence is TWEAWWTEYW. The MHC is HLA-B44:02 with pseudo-sequence HLA-B44:02. The binding affinity (normalized) is 0.358. (4) The peptide sequence is EEEEQTLTIL. The MHC is HLA-B40:01 with pseudo-sequence HLA-B40:01. The binding affinity (normalized) is 0.783. (5) The peptide sequence is MPICMDVRAI. The MHC is HLA-B07:02 with pseudo-sequence HLA-B07:02. The binding affinity (normalized) is 0.473. (6) The peptide sequence is RPVFARLPF. The MHC is HLA-B45:06 with pseudo-sequence HLA-B45:06. The binding affinity (normalized) is 0.213. (7) The peptide sequence is RYRRLIQIL. The MHC is HLA-A24:02 with pseudo-sequence HLA-A24:02. The binding affinity (normalized) is 0.492. (8) The peptide sequence is MEKTHNLMA. The MHC is HLA-A26:01 with pseudo-sequence HLA-A26:01. The binding affinity (normalized) is 0.0847.